From a dataset of Full USPTO retrosynthesis dataset with 1.9M reactions from patents (1976-2016). Predict the reactants needed to synthesize the given product. (1) Given the product [F:1][C:2]1[C:3]([OH:47])=[CH:4][C:5]([CH2:42][C:43]([F:45])([F:46])[F:44])=[C:6]([C:8]2[N:13]=[C:12]3[NH:14][N:15]=[C:16]([C:17]4[NH:21][C:20]([CH:22]5[CH2:23][CH2:24][N:25]([C:55](=[O:56])[CH2:54][N:49]6[CH2:53][CH2:52][CH2:51][CH2:50]6)[CH2:26][CH2:27]5)=[N:19][N:18]=4)[C:11]3=[C:10]([NH:28][CH2:29][C:30]3[CH:35]=[CH:34][CH:33]=[CH:32][C:31]=3[N:36]([CH3:41])[S:37]([CH3:40])(=[O:39])=[O:38])[N:9]=2)[CH:7]=1, predict the reactants needed to synthesize it. The reactants are: [F:1][C:2]1[C:3]([O:47]C)=[CH:4][C:5]([CH2:42][C:43]([F:46])([F:45])[F:44])=[C:6]([C:8]2[N:13]=[C:12]3[NH:14][N:15]=[C:16]([C:17]4[NH:21][C:20]([CH:22]5[CH2:27][CH2:26][NH:25][CH2:24][CH2:23]5)=[N:19][N:18]=4)[C:11]3=[C:10]([NH:28][CH2:29][C:30]3[CH:35]=[CH:34][CH:33]=[CH:32][C:31]=3[N:36]([CH3:41])[S:37]([CH3:40])(=[O:39])=[O:38])[N:9]=2)[CH:7]=1.[N:49]1([CH2:54][C:55](O)=[O:56])[CH2:53][CH2:52][CH2:51][CH2:50]1.CCN(C(C)C)C(C)C.F[P-](F)(F)(F)(F)F.N1(O[P+](N(C)C)(N(C)C)N(C)C)C2C=CC=CC=2N=N1.B(Br)(Br)Br. (2) Given the product [C:10]1([NH:9][C:6]([C:2]2[NH:1][CH:5]=[CH:4][N:3]=2)=[O:8])[CH:15]=[CH:14][CH:13]=[CH:12][CH:11]=1, predict the reactants needed to synthesize it. The reactants are: [NH:1]1[CH:5]=[CH:4][N:3]=[C:2]1[C:6]([OH:8])=O.[NH2:9][C:10]1[CH:15]=[CH:14][CH:13]=[CH:12][CH:11]=1.CCN=C=NCCCN(C)C.Cl.C1C=CC2N(O)N=NC=2C=1. (3) Given the product [F:22][C:23]([F:34])([F:33])[C:24]([NH:1][CH2:2][C@H:3]1[CH2:7][CH2:6][N:5]([C:8]([O:10][C:11]([CH3:14])([CH3:13])[CH3:12])=[O:9])[CH2:4]1)=[O:25], predict the reactants needed to synthesize it. The reactants are: [NH2:1][CH2:2][C@H:3]1[CH2:7][CH2:6][N:5]([C:8]([O:10][C:11]([CH3:14])([CH3:13])[CH3:12])=[O:9])[CH2:4]1.C(N(CC)CC)C.[F:22][C:23]([F:34])([F:33])[C:24](O[C:24](=[O:25])[C:23]([F:34])([F:33])[F:22])=[O:25].O. (4) Given the product [C:26]1([CH:25]([C:10]2[CH:33]=[CH:32][CH:13]=[CH:12][CH:11]=2)[O:24][C:14]2[C:13]3[CH:32]=[CH:33][C:10]([OH:9])=[C:11]([CH3:34])[C:12]=3[O:17][C:16](=[O:18])[CH:15]=2)[CH:31]=[CH:30][CH:29]=[CH:28][CH:27]=1, predict the reactants needed to synthesize it. The reactants are: Cl.CC1(C)O[C@@H]([O:9][C:10]2[CH:33]=[CH:32][C:13]3[C:14]([O:24][CH2:25][C:26]4[CH:31]=[CH:30][CH:29]=[CH:28][CH:27]=4)=[C:15](C(OCC)=O)[C:16](=[O:18])[O:17][C:12]=3[C:11]=2[CH3:34])[C@H](O)[C@H](O)[C@H]1OC.ClCCl. (5) Given the product [Cl:1][C:2]1[C:9]([CH3:10])=[C:8]([CH:7]=[CH:6][C:3]=1[C:4]#[N:5])/[C:11](/[Cl:14])=[N:12]/[OH:13], predict the reactants needed to synthesize it. The reactants are: [Cl:1][C:2]1[C:9]([CH3:10])=[C:8](/[CH:11]=[N:12]/[OH:13])[CH:7]=[CH:6][C:3]=1[C:4]#[N:5].[Cl:14]N1C(=O)CCC1=O. (6) Given the product [O:1]=[C:2]1[C:10]2[C:5](=[CH:6][C:7]([C:34]3[CH:35]=[N:36][C:37]([C:40]([F:43])([F:42])[F:41])=[N:38][CH:39]=3)=[CH:8][CH:9]=2)[CH2:4][N:3]1[C:20]([O:22][C:23]([CH3:24])([CH3:25])[CH3:26])=[O:21], predict the reactants needed to synthesize it. The reactants are: [O:1]=[C:2]1[C:10]2[C:5](=[CH:6][C:7](B3OC(C)(C)C(C)(C)O3)=[CH:8][CH:9]=2)[CH2:4][N:3]1[C:20]([O:22][C:23]([CH3:26])([CH3:25])[CH3:24])=[O:21].C(=O)([O-])[O-].[K+].[K+].Br[C:34]1[CH:35]=[N:36][C:37]([C:40]([F:43])([F:42])[F:41])=[N:38][CH:39]=1.O. (7) Given the product [CH2:31]([NH:30][C:28](=[O:29])[C:27]1[CH:38]=[CH:39][N:40]=[C:25]([NH:24][C:16](=[O:17])[C:15]2[CH:19]=[CH:20][CH:21]=[C:13]([C:12]([F:23])([F:22])[F:11])[CH:14]=2)[CH:26]=1)[C:32]1[CH:37]=[CH:36][CH:35]=[CH:34][CH:33]=1, predict the reactants needed to synthesize it. The reactants are: FC1C=CC=CC=1C(Cl)=O.[F:11][C:12]([F:23])([F:22])[C:13]1[CH:14]=[C:15]([CH:19]=[CH:20][CH:21]=1)[C:16](Cl)=[O:17].[NH2:24][C:25]1[CH:26]=[C:27]([CH:38]=[CH:39][N:40]=1)[C:28]([NH:30][CH2:31][C:32]1[CH:37]=[CH:36][CH:35]=[CH:34][CH:33]=1)=[O:29]. (8) Given the product [F:22][C:23]1[CH:30]=[CH:29][C:26]([CH2:27][N:11]2[C:8]3=[N:9][CH:10]=[C:5]([S:2]([CH3:1])(=[O:4])=[O:3])[CH:6]=[C:7]3[CH:13]=[C:12]2[C:14]2[N:19]=[CH:18][CH:17]=[CH:16][N:15]=2)=[CH:25][CH:24]=1, predict the reactants needed to synthesize it. The reactants are: [CH3:1][S:2]([C:5]1[CH:6]=[C:7]2[CH:13]=[C:12]([C:14]3[N:19]=[CH:18][CH:17]=[CH:16][N:15]=3)[NH:11][C:8]2=[N:9][CH:10]=1)(=[O:4])=[O:3].[H-].[Na+].[F:22][C:23]1[CH:30]=[CH:29][C:26]([CH2:27]Br)=[CH:25][CH:24]=1.C(=O)([O-])O.[Na+]. (9) Given the product [C:13]1([C:10]2[NH:9][C:8]([C:6]([OH:7])=[O:5])=[CH:12][CH:11]=2)[CH:14]=[CH:15][CH:16]=[CH:17][CH:18]=1, predict the reactants needed to synthesize it. The reactants are: [Li+].[OH-].C([O:5][C:6]([C:8]1[NH:9][C:10]([C:13]2[CH:18]=[CH:17][CH:16]=[CH:15][CH:14]=2)=[CH:11][CH:12]=1)=[O:7])C.O.Cl.